From a dataset of Catalyst prediction with 721,799 reactions and 888 catalyst types from USPTO. Predict which catalyst facilitates the given reaction. Product: [CH3:16][C:5]1[N:6]=[C:7]2[N:8]([CH2:11][CH2:12][CH2:13][CH:14]2[OH:15])[C:9](=[O:10])[C:4]=1[CH2:3][CH2:2][N:28]1[CH2:27][CH2:26][CH:25]([C:22]2[C:21]3[CH:31]=[CH:32][C:18]([F:17])=[CH:19][C:20]=3[O:24][N:23]=2)[CH2:30][CH2:29]1. The catalyst class is: 8. Reactant: Cl[CH2:2][CH2:3][C:4]1[C:9](=[O:10])[N:8]2[CH2:11][CH2:12][CH2:13][CH:14]([OH:15])[C:7]2=[N:6][C:5]=1[CH3:16].[F:17][C:18]1[CH:32]=[CH:31][C:21]2[C:22]([CH:25]3[CH2:30][CH2:29][NH:28][CH2:27][CH2:26]3)=[N:23][O:24][C:20]=2[CH:19]=1.C(=O)([O-])[O-].[Na+].[Na+].